Dataset: NCI-60 drug combinations with 297,098 pairs across 59 cell lines. Task: Regression. Given two drug SMILES strings and cell line genomic features, predict the synergy score measuring deviation from expected non-interaction effect. (1) Drug 1: CC1=C(C(CCC1)(C)C)C=CC(=CC=CC(=CC(=O)O)C)C. Drug 2: CCN(CC)CCNC(=O)C1=C(NC(=C1C)C=C2C3=C(C=CC(=C3)F)NC2=O)C. Cell line: MCF7. Synergy scores: CSS=6.11, Synergy_ZIP=-1.23, Synergy_Bliss=1.35, Synergy_Loewe=-0.535, Synergy_HSA=-0.442. (2) Drug 1: C1=NC2=C(N1)C(=S)N=C(N2)N. Drug 2: C1C(C(OC1N2C=NC(=NC2=O)N)CO)O. Cell line: SN12C. Synergy scores: CSS=24.2, Synergy_ZIP=-7.39, Synergy_Bliss=-2.36, Synergy_Loewe=-2.92, Synergy_HSA=-2.05.